From a dataset of Forward reaction prediction with 1.9M reactions from USPTO patents (1976-2016). Predict the product of the given reaction. (1) Given the reactants [CH3:1][O:2][C:3](=[O:15])[CH:4](P(OCC)(OCC)=O)[CH2:5][CH3:6].[H-].[Na+].[C:18]([O:22][C:23]([C:25]1[S:26][C:27]([CH:30]=O)=[CH:28][CH:29]=1)=[O:24])([CH3:21])([CH3:20])[CH3:19], predict the reaction product. The product is: [C:18]([O:22][C:23]([C:25]1[S:26][C:27](/[CH:30]=[C:4](/[C:3]([O:2][CH3:1])=[O:15])\[CH2:5][CH3:6])=[CH:28][CH:29]=1)=[O:24])([CH3:21])([CH3:20])[CH3:19]. (2) Given the reactants [CH2:1]([O:3][C:4](=[O:22])[CH2:5][C@H:6]1[CH2:11][CH2:10][C@H:9]([C:12]([O:14]CC2C=CC=CC=2)=[O:13])[CH2:8][CH2:7]1)[CH3:2], predict the reaction product. The product is: [CH2:1]([O:3][C:4](=[O:22])[CH2:5][C@H:6]1[CH2:11][CH2:10][C@H:9]([C:12]([OH:14])=[O:13])[CH2:8][CH2:7]1)[CH3:2].